This data is from Full USPTO retrosynthesis dataset with 1.9M reactions from patents (1976-2016). The task is: Predict the reactants needed to synthesize the given product. (1) Given the product [O:48]=[C:25]1[C@H:24]([NH:23][C:21]([C:18]2([NH:17][C:8](=[O:10])[C:3]3[CH:4]=[CH:5][CH:6]=[CH:7][C:2]=3[F:1])[CH2:19][CH2:20]2)=[O:22])[CH2:30][C:29](=[O:31])[C:28]2[CH:32]=[CH:33][CH:34]=[CH:35][C:27]=2[N:26]1[CH2:36][C:37]1[CH:38]=[CH:39][C:40]([O:43][C:44]([F:46])([F:45])[F:47])=[CH:41][CH:42]=1, predict the reactants needed to synthesize it. The reactants are: [F:1][C:2]1[CH:7]=[CH:6][CH:5]=[CH:4][C:3]=1[C:8]([OH:10])=O.C(OC(=O)[NH:17][C:18]1([C:21]([NH:23][C@@H:24]2[CH2:30][C:29](=[O:31])[C:28]3[CH:32]=[CH:33][CH:34]=[CH:35][C:27]=3[N:26]([CH2:36][C:37]3[CH:42]=[CH:41][C:40]([O:43][C:44]([F:47])([F:46])[F:45])=[CH:39][CH:38]=3)[C:25]2=[O:48])=[O:22])[CH2:20][CH2:19]1)(C)(C)C. (2) Given the product [CH:11]1([CH2:14][CH2:15][NH:16][C:17]([C:19]2[N:20]=[N:21][C:22]([N:25]3[CH2:30][CH2:29][N:28]([C:6]([CH:4]4[CH2:5][CH:3]4[C:2]([F:10])([F:9])[F:1])=[O:7])[CH2:27][CH2:26]3)=[CH:23][CH:24]=2)=[O:18])[CH2:13][CH2:12]1, predict the reactants needed to synthesize it. The reactants are: [F:1][C:2]([F:10])([F:9])[CH:3]1[CH2:5][CH:4]1[C:6](O)=[O:7].[CH:11]1([CH2:14][CH2:15][NH:16][C:17]([C:19]2[N:20]=[N:21][C:22]([N:25]3[CH2:30][CH2:29][NH:28][CH2:27][CH2:26]3)=[CH:23][CH:24]=2)=[O:18])[CH2:13][CH2:12]1. (3) Given the product [CH2:1]([NH:4][C:17](=[O:18])[O:16][C:13]([CH3:15])([CH3:14])[CH3:12])[C:2]#[CH:3], predict the reactants needed to synthesize it. The reactants are: [CH2:1]([NH2:4])[C:2]#[CH:3].CCN(CC)CC.[CH3:12][C:13]([O:16][C:17](O[C:17]([O:16][C:13]([CH3:15])([CH3:14])[CH3:12])=[O:18])=[O:18])([CH3:15])[CH3:14].